From a dataset of CYP2D6 inhibition data for predicting drug metabolism from PubChem BioAssay. Regression/Classification. Given a drug SMILES string, predict its absorption, distribution, metabolism, or excretion properties. Task type varies by dataset: regression for continuous measurements (e.g., permeability, clearance, half-life) or binary classification for categorical outcomes (e.g., BBB penetration, CYP inhibition). Dataset: cyp2d6_veith. (1) The compound is CCCCCOc1ccc(NC(=O)C(=O)NCCC2=CCCCC2)cc1. The result is 0 (non-inhibitor). (2) The compound is c1ccc(-c2nc(-c3cccs3)[nH]c2-c2ccccc2)cc1. The result is 0 (non-inhibitor).